Dataset: Peptide-MHC class I binding affinity with 185,985 pairs from IEDB/IMGT. Task: Regression. Given a peptide amino acid sequence and an MHC pseudo amino acid sequence, predict their binding affinity value. This is MHC class I binding data. (1) The peptide sequence is MLYQLLEAVY. The MHC is HLA-A11:01 with pseudo-sequence HLA-A11:01. The binding affinity (normalized) is 0.119. (2) The peptide sequence is EENLLDFVRF. The MHC is HLA-B40:01 with pseudo-sequence HLA-B40:01. The binding affinity (normalized) is 0.245.